This data is from Catalyst prediction with 721,799 reactions and 888 catalyst types from USPTO. The task is: Predict which catalyst facilitates the given reaction. (1) Reactant: [CH3:1][O:2][C:3]1[CH:4]=[C:5]([C:13]([C:15]2[CH:20]=[C:19]([O:21][CH3:22])[C:18]([O:23][CH3:24])=[C:17]([O:25][CH3:26])[CH:16]=2)=O)[CH:6]=[C:7]([O:11][CH3:12])[C:8]=1[O:9][CH3:10].C(OP([CH2:35][C:36]#[N:37])(=O)OCC)C.C[Si]([N-][Si](C)(C)C)(C)C.[K+].O1C2C=CC(C(C3C=C(OC)C=C(OC)C=3)=CC#N)=CC=2OCC1. Product: [CH3:1][O:2][C:3]1[CH:4]=[C:5]([C:13]([C:15]2[CH:20]=[C:19]([O:21][CH3:22])[C:18]([O:23][CH3:24])=[C:17]([O:25][CH3:26])[CH:16]=2)=[CH:35][C:36]#[N:37])[CH:6]=[C:7]([O:11][CH3:12])[C:8]=1[O:9][CH3:10]. The catalyst class is: 1. (2) Reactant: [C:1]([BH3-])#N.[Na+].[NH:5]1[CH2:11][CH2:10][CH2:9][C@H:8]([NH:12][C:13]([N:15]2[CH2:21][CH2:20][C@@H:19]3[C@H:16]2[C:17](=[O:26])[N:18]3[S:22]([OH:25])(=[O:24])=[O:23])=[O:14])[CH2:7][CH2:6]1.C=O. Product: [CH3:1][N:5]1[CH2:11][CH2:10][CH2:9][C@H:8]([NH:12][C:13]([N:15]2[CH2:21][CH2:20][C@@H:19]3[C@H:16]2[C:17](=[O:26])[N:18]3[S:22]([OH:25])(=[O:24])=[O:23])=[O:14])[CH2:7][CH2:6]1. The catalyst class is: 477. (3) Reactant: [CH2:1](Br)[C:2]1[CH:7]=[CH:6][CH:5]=[CH:4][CH:3]=1.[NH:9]([CH2:13][CH2:14][OH:15])[CH2:10][CH2:11][OH:12].C(=O)([O-])[O-].[K+].[K+]. Product: [OH:12][CH2:11][CH2:10][N:9]([CH2:13][CH2:14][OH:15])[CH2:1][C:2]1[CH:7]=[CH:6][CH:5]=[CH:4][CH:3]=1. The catalyst class is: 11. (4) Reactant: [O:1]=[C:2]1[CH2:7][CH2:6][N:5]([C:8]([O:10][C:11]([CH3:14])([CH3:13])[CH3:12])=[O:9])[CH2:4][CH2:3]1.[C:15](=[O:18])([O-])[O-].[K+].[K+].[CH2:21]=[O:22]. Product: [OH:22][CH2:21][C:7]1([CH2:15][OH:18])[C:2](=[O:1])[CH2:3][CH2:4][N:5]([C:8]([O:10][C:11]([CH3:14])([CH3:13])[CH3:12])=[O:9])[CH2:6]1. The catalyst class is: 6. (5) Reactant: [OH:1][C:2]1[CH:11]=[CH:10][C:5]([C:6]([O:8][CH3:9])=[O:7])=[CH:4][C:3]=1[CH2:12][CH2:13][CH3:14].[CH2:15](Br)[C:16]1[CH:21]=[CH:20][CH:19]=[CH:18][CH:17]=1.C(=O)([O-])[O-].[K+].[K+].O. Product: [CH2:15]([O:1][C:2]1[CH:11]=[CH:10][C:5]([C:6]([O:8][CH3:9])=[O:7])=[CH:4][C:3]=1[CH2:12][CH2:13][CH3:14])[C:16]1[CH:21]=[CH:20][CH:19]=[CH:18][CH:17]=1. The catalyst class is: 9. (6) Reactant: [ClH:1].[F:2][C:3]1[C:19]([NH:20][C:21]([O:23][C:24]2[CH:29]=[CH:28][CH:27]=[CH:26][CH:25]=2)=[O:22])=[CH:18][CH:17]=[CH:16][C:4]=1[CH2:5][N:6]1[CH2:11][CH2:10][N:9]([C:12]([O:14]C)=[O:13])[CH2:8][CH2:7]1.CC1N=CC(N)=CC=1.C(N(CC)C(C)C)(C)C.CC1C=CC(NC(NC2C(F)=C(CN3CCN(C(OC)=O)CC3)C=CC=2)=O)=CN=1. Product: [ClH:1].[F:2][C:3]1[C:19]([NH:20][C:21]([O:23][C:24]2[CH:25]=[CH:26][CH:27]=[CH:28][CH:29]=2)=[O:22])=[CH:18][CH:17]=[CH:16][C:4]=1[CH2:5][N:6]1[CH2:7][CH2:8][N:9]([C:12]([OH:14])=[O:13])[CH2:10][CH2:11]1. The catalyst class is: 7. (7) Reactant: [N:1]1[CH:6]=[CH:5][CH:4]=[C:3]([CH:7]2[CH2:11][CH2:10][N:9]([C:12]([C:14]3[CH:15]=[C:16]([C:34]([O:36]C)=O)[C:17]([C:20]4[CH:25]=[C:24]([C:26]([F:29])([F:28])[F:27])[CH:23]=[C:22]([C:30]([F:33])([F:32])[F:31])[CH:21]=4)=[CH:18][CH:19]=3)=[O:13])[CH2:8]2)[CH:2]=1.O.[NH2:39][NH2:40].C1(C)C=CC=CC=1. Product: [N:1]1[CH:6]=[CH:5][CH:4]=[C:3]([CH:7]2[CH2:11][CH2:10][N:9]([C:12]([C:14]3[CH:15]=[C:16]([C:34]([NH:39][NH2:40])=[O:36])[C:17]([C:20]4[CH:25]=[C:24]([C:26]([F:27])([F:28])[F:29])[CH:23]=[C:22]([C:30]([F:33])([F:31])[F:32])[CH:21]=4)=[CH:18][CH:19]=3)=[O:13])[CH2:8]2)[CH:2]=1. The catalyst class is: 8. (8) Reactant: [Cl:1][C:2]1[CH:3]=[C:4]([NH2:9])[C:5]([NH2:8])=[N:6][CH:7]=1.[C:10](OCC)(=[O:16])[C:11](OCC)=[O:12]. Product: [Cl:1][C:2]1[CH:7]=[N:6][C:5]2=[N:8][C:10]([OH:16])=[C:11]([OH:12])[N:9]=[C:4]2[CH:3]=1. The catalyst class is: 28.